Predict which catalyst facilitates the given reaction. From a dataset of Catalyst prediction with 721,799 reactions and 888 catalyst types from USPTO. (1) Reactant: [NH2:1][C:2]1[CH:7]=[CH:6][C:5]([C:8]2[C:16]3[C:11](=[N:12][CH:13]=[N:14][C:15]=3[NH2:17])[N:10]([C@H:18]3[CH2:23][CH2:22][C@@H:21]([N:24]4[CH2:29][CH2:28][N:27]([CH3:30])[CH2:26][CH2:25]4)[CH2:20][CH2:19]3)[N:9]=2)=[CH:4][C:3]=1[O:31][CH3:32].[CH3:33][C:34]([CH3:45])([CH2:38][C:39]1[CH:44]=[CH:43][CH:42]=[CH:41][CH:40]=1)[C:35](Cl)=[O:36].C(=O)(O)[O-].[Na+]. Product: [NH2:17][C:15]1[N:14]=[CH:13][N:12]=[C:11]2[N:10]([C@H:18]3[CH2:23][CH2:22][C@@H:21]([N:24]4[CH2:25][CH2:26][N:27]([CH3:30])[CH2:28][CH2:29]4)[CH2:20][CH2:19]3)[N:9]=[C:8]([C:5]3[CH:6]=[CH:7][C:2]([NH:1][C:35](=[O:36])[C:34]([CH3:33])([CH3:45])[CH2:38][C:39]4[CH:44]=[CH:43][CH:42]=[CH:41][CH:40]=4)=[C:3]([O:31][CH3:32])[CH:4]=3)[C:16]=12. The catalyst class is: 17. (2) Reactant: [NH2:1][C:2]1[N:7]=[CH:6][C:5]([CH:8]2[CH2:13][CH2:12][S:11](=[O:15])(=[O:14])[CH2:10][CH2:9]2)=[CH:4][CH:3]=1.C1C(=O)N([Br:23])C(=O)C1. The catalyst class is: 124. Product: [NH2:1][C:2]1[N:7]=[CH:6][C:5]([CH:8]2[CH2:9][CH2:10][S:11](=[O:15])(=[O:14])[CH2:12][CH2:13]2)=[CH:4][C:3]=1[Br:23]. (3) Reactant: Br[C:2]1[C:11]2[C:6](=[CH:7][C:8]([O:14][CH3:15])=[C:9]([O:12][CH3:13])[CH:10]=2)[N:5]=[N:4][CH:3]=1.Cl.[C:17]1([CH:23]2[O:28][CH2:27][CH2:26][NH:25][CH2:24]2)[CH:22]=[CH:21][CH:20]=[CH:19][CH:18]=1.CC(C)([O-])C.[Na+]. Product: [CH3:13][O:12][C:9]1[CH:10]=[C:11]2[C:6](=[CH:7][C:8]=1[O:14][CH3:15])[N:5]=[N:4][CH:3]=[C:2]2[N:25]1[CH2:26][CH2:27][O:28][CH:23]([C:17]2[CH:22]=[CH:21][CH:20]=[CH:19][CH:18]=2)[CH2:24]1. The catalyst class is: 187. (4) Reactant: FC(F)(F)C(O)=O.COC1C=CC(C[O:15][C:16]2[N:21]=[C:20]([C:22]3[CH:35]=[CH:34][CH:33]=[C:32]4[C:23]=3[S:24][C:25]3[CH:26]=[CH:27][C:28]([NH:36][CH:37]([C:46]5[CH:51]=[N:50][C:49]([CH3:52])=[CH:48][N:47]=5)[CH2:38][CH2:39][N:40]5[CH2:45][CH2:44][O:43][CH2:42][CH2:41]5)=[CH:29][C:30]=3[S:31]4)[CH:19]=[C:18]([N:53]3[CH2:58][CH2:57][O:56][CH2:55][CH2:54]3)[CH:17]=2)=CC=1. Product: [CH3:52][C:49]1[N:50]=[CH:51][C:46]([CH:37]([NH:36][C:28]2[CH:29]=[C:30]3[C:25](=[CH:26][CH:27]=2)[S:24][C:23]2[C:22]([C:20]4[NH:21][C:16](=[O:15])[CH:17]=[C:18]([N:53]5[CH2:54][CH2:55][O:56][CH2:57][CH2:58]5)[CH:19]=4)=[CH:35][CH:34]=[CH:33][C:32]=2[S:31]3)[CH2:38][CH2:39][N:40]2[CH2:41][CH2:42][O:43][CH2:44][CH2:45]2)=[N:47][CH:48]=1. The catalyst class is: 4. (5) Reactant: [OH:1]/[N:2]=[C:3](\[NH2:12])/[C:4]1[CH:9]=[CH:8][C:7]([CH:10]=[CH2:11])=[CH:6][CH:5]=1.[C:13]1([C:19]2[C:23]([C:24]([F:27])([F:26])[F:25])=[C:22]([C:28](F)=O)[O:21][N:20]=2)[CH:18]=[CH:17][CH:16]=[CH:15][CH:14]=1.CCN(C(C)C)C(C)C. Product: [C:13]1([C:19]2[C:23]([C:24]([F:26])([F:27])[F:25])=[C:22]([C:28]3[O:1][N:2]=[C:3]([C:4]4[CH:9]=[CH:8][C:7]([CH:10]=[CH2:11])=[CH:6][CH:5]=4)[N:12]=3)[O:21][N:20]=2)[CH:14]=[CH:15][CH:16]=[CH:17][CH:18]=1. The catalyst class is: 10. (6) Reactant: [N:1]1([C:11]([O:13][CH2:14][C:15]2[CH:20]=[CH:19][CH:18]=[CH:17][CH:16]=2)=[O:12])[CH2:6][CH2:5][O:4][CH2:3][CH:2]1[C:7]([O:9][CH3:10])=[O:8].CI.[CH3:23][Si]([N-][Si](C)(C)C)(C)C.[Na+]. Product: [CH3:23][C:2]1([C:7]([O:9][CH3:10])=[O:8])[CH2:3][O:4][CH2:5][CH2:6][N:1]1[C:11]([O:13][CH2:14][C:15]1[CH:20]=[CH:19][CH:18]=[CH:17][CH:16]=1)=[O:12]. The catalyst class is: 1. (7) Reactant: C(OC([N:8]1[CH2:13][CH2:12][CH2:11][CH:10]([NH:14][C:15]2[N:20]=[C:19]([CH3:21])[CH:18]=[C:17]([CH3:22])[N:16]=2)[CH:9]1[CH3:23])=O)(C)(C)C.C(O)(C(F)(F)F)=O. Product: [CH3:22][C:17]1[CH:18]=[C:19]([CH3:21])[N:20]=[C:15]([NH:14][C@@H:10]2[CH2:11][CH2:12][CH2:13][NH:8][C@H:9]2[CH3:23])[N:16]=1. The catalyst class is: 2.